Dataset: NCI-60 drug combinations with 297,098 pairs across 59 cell lines. Task: Regression. Given two drug SMILES strings and cell line genomic features, predict the synergy score measuring deviation from expected non-interaction effect. (1) Drug 1: C1CCN(CC1)CCOC2=CC=C(C=C2)C(=O)C3=C(SC4=C3C=CC(=C4)O)C5=CC=C(C=C5)O. Drug 2: C1CCC(C(C1)N)N.C(=O)(C(=O)[O-])[O-].[Pt+4]. Cell line: U251. Synergy scores: CSS=4.63, Synergy_ZIP=-2.06, Synergy_Bliss=-0.869, Synergy_Loewe=-9.48, Synergy_HSA=-1.45. (2) Drug 1: C1CC(CNC1)C2=CC=C(C=C2)N3C=C4C=CC=C(C4=N3)C(=O)N. Drug 2: CCC1(C2=C(COC1=O)C(=O)N3CC4=CC5=C(C=CC(=C5CN(C)C)O)N=C4C3=C2)O. Cell line: UACC62. Synergy scores: CSS=58.6, Synergy_ZIP=1.98, Synergy_Bliss=0.248, Synergy_Loewe=-14.9, Synergy_HSA=3.39.